Dataset: NCI-60 drug combinations with 297,098 pairs across 59 cell lines. Task: Regression. Given two drug SMILES strings and cell line genomic features, predict the synergy score measuring deviation from expected non-interaction effect. (1) Drug 1: C1CCN(CC1)CCOC2=CC=C(C=C2)C(=O)C3=C(SC4=C3C=CC(=C4)O)C5=CC=C(C=C5)O. Drug 2: CS(=O)(=O)OCCCCOS(=O)(=O)C. Cell line: NCI-H460. Synergy scores: CSS=1.37, Synergy_ZIP=2.31, Synergy_Bliss=5.24, Synergy_Loewe=-2.47, Synergy_HSA=-2.47. (2) Drug 1: CCC1(CC2CC(C3=C(CCN(C2)C1)C4=CC=CC=C4N3)(C5=C(C=C6C(=C5)C78CCN9C7C(C=CC9)(C(C(C8N6C)(C(=O)OC)O)OC(=O)C)CC)OC)C(=O)OC)O.OS(=O)(=O)O. Drug 2: CCC1(C2=C(COC1=O)C(=O)N3CC4=CC5=C(C=CC(=C5CN(C)C)O)N=C4C3=C2)O.Cl. Cell line: SF-295. Synergy scores: CSS=29.8, Synergy_ZIP=0.264, Synergy_Bliss=-0.709, Synergy_Loewe=-22.2, Synergy_HSA=-1.67. (3) Drug 1: CN1C(=O)N2C=NC(=C2N=N1)C(=O)N. Drug 2: C1CCC(C(C1)[NH-])[NH-].C(=O)(C(=O)[O-])[O-].[Pt+4]. Cell line: HCT116. Synergy scores: CSS=40.8, Synergy_ZIP=5.91, Synergy_Bliss=7.79, Synergy_Loewe=-45.6, Synergy_HSA=5.87. (4) Drug 1: C1=C(C(=O)NC(=O)N1)F. Drug 2: CC1=C(C(CCC1)(C)C)C=CC(=CC=CC(=CC(=O)O)C)C. Cell line: NCI-H226. Synergy scores: CSS=22.4, Synergy_ZIP=7.94, Synergy_Bliss=7.88, Synergy_Loewe=8.54, Synergy_HSA=9.16. (5) Drug 1: C1=CC(=C2C(=C1NCCNCCO)C(=O)C3=C(C=CC(=C3C2=O)O)O)NCCNCCO. Drug 2: CC(C)NC(=O)C1=CC=C(C=C1)CNNC.Cl. Cell line: MCF7. Synergy scores: CSS=40.7, Synergy_ZIP=6.31, Synergy_Bliss=6.18, Synergy_Loewe=-9.51, Synergy_HSA=6.45. (6) Drug 1: CCCCCOC(=O)NC1=NC(=O)N(C=C1F)C2C(C(C(O2)C)O)O. Drug 2: COCCOC1=C(C=C2C(=C1)C(=NC=N2)NC3=CC=CC(=C3)C#C)OCCOC.Cl. Cell line: UO-31. Synergy scores: CSS=11.2, Synergy_ZIP=0.624, Synergy_Bliss=5.10, Synergy_Loewe=-6.99, Synergy_HSA=-2.93. (7) Drug 1: C1CN1P(=S)(N2CC2)N3CC3. Drug 2: CCCCC(=O)OCC(=O)C1(CC(C2=C(C1)C(=C3C(=C2O)C(=O)C4=C(C3=O)C=CC=C4OC)O)OC5CC(C(C(O5)C)O)NC(=O)C(F)(F)F)O. Cell line: RXF 393. Synergy scores: CSS=28.9, Synergy_ZIP=3.11, Synergy_Bliss=3.80, Synergy_Loewe=-23.5, Synergy_HSA=1.94. (8) Drug 1: C1CC(C1)(C(=O)O)C(=O)O.[NH2-].[NH2-].[Pt+2]. Drug 2: C(=O)(N)NO. Cell line: SR. Synergy scores: CSS=42.1, Synergy_ZIP=2.31, Synergy_Bliss=1.96, Synergy_Loewe=3.27, Synergy_HSA=1.76. (9) Synergy scores: CSS=1.57, Synergy_ZIP=2.47, Synergy_Bliss=6.04, Synergy_Loewe=-7.40, Synergy_HSA=0.00776. Drug 2: CC(C1=C(C=CC(=C1Cl)F)Cl)OC2=C(N=CC(=C2)C3=CN(N=C3)C4CCNCC4)N. Cell line: SK-MEL-2. Drug 1: C1CCC(C1)C(CC#N)N2C=C(C=N2)C3=C4C=CNC4=NC=N3. (10) Synergy scores: CSS=27.1, Synergy_ZIP=-6.58, Synergy_Bliss=1.16, Synergy_Loewe=-0.756, Synergy_HSA=3.35. Cell line: NCIH23. Drug 2: C1=NNC2=C1C(=O)NC=N2. Drug 1: CC(C1=C(C=CC(=C1Cl)F)Cl)OC2=C(N=CC(=C2)C3=CN(N=C3)C4CCNCC4)N.